Predict the product of the given reaction. From a dataset of Forward reaction prediction with 1.9M reactions from USPTO patents (1976-2016). (1) The product is: [Cl:11][C:4]1[CH:5]=[C:6]([C:8]([NH:28][C@@H:26]([C:16]2[C:25]3[C:20](=[CH:21][CH:22]=[CH:23][CH:24]=3)[CH:19]=[CH:18][CH:17]=2)[CH3:27])=[O:10])[CH:7]=[C:2]([Cl:1])[C:3]=1[C:12]([O:14][CH3:15])=[O:13]. Given the reactants [Cl:1][C:2]1[CH:7]=[C:6]([C:8]([O-:10])=O)[CH:5]=[C:4]([Cl:11])[C:3]=1[C:12]([O:14][CH3:15])=[O:13].[C:16]1([CH:26]([NH2:28])[CH3:27])[C:25]2[C:20](=[CH:21][CH:22]=[CH:23][CH:24]=2)[CH:19]=[CH:18][CH:17]=1.CN(C(ON1N=NC2C=CC=CC1=2)=[N+](C)C)C.F[P-](F)(F)(F)(F)F.C1C=CC2N(O)N=NC=2C=1.C(N(C(C)C)CC)(C)C, predict the reaction product. (2) Given the reactants Cl.Cl.[CH2:3]1[CH:7]2[CH2:8][NH:9][CH2:10][CH:6]2[CH2:5][N:4]1[CH2:11][C:12]1[C:16]2[CH:17]=[CH:18][C:19]([O:21][C:22]3[S:23][C:24]4[C:25]([N:30]=3)=[N:26][CH:27]=[CH:28][CH:29]=4)=[CH:20][C:15]=2[O:14][CH:13]=1.ON1C2C=CC=CC=2N=N1.CN1CCOCC1.[O:48]1[CH2:52][CH2:51][CH:50]([C:53](O)=[O:54])[CH2:49]1, predict the reaction product. The product is: [O:48]1[CH2:52][CH2:51][CH:50]([C:53]([N:9]2[CH2:10][CH:6]3[CH:7]([CH2:3][N:4]([CH2:11][C:12]4[C:16]5[CH:17]=[CH:18][C:19]([O:21][C:22]6[S:23][C:24]7[C:25]([N:30]=6)=[N:26][CH:27]=[CH:28][CH:29]=7)=[CH:20][C:15]=5[O:14][CH:13]=4)[CH2:5]3)[CH2:8]2)=[O:54])[CH2:49]1. (3) Given the reactants [CH3:1][CH:2]([C:4]1[CH:5]=[CH:6][CH:7]=[C:8]([CH:11]([CH3:13])[CH3:12])[C:9]=1[OH:10])[CH3:3].C1C=CC(=O)/C(=C\NCCN/C=C2\C(C=CC=C\2)=[O:25])/C=1.[BH4-].[Na+], predict the reaction product. The product is: [CH:11]([C:8]1[CH:7]=[C:6]([OH:25])[CH:5]=[C:4]([CH:2]([CH3:1])[CH3:3])[C:9]=1[OH:10])([CH3:13])[CH3:12]. (4) Given the reactants [CH3:1][N:2]([CH3:29])[C:3]1([C:23]2[CH:28]=[CH:27][CH:26]=[CH:25][CH:24]=2)[CH2:8][CH2:7][C:6](=[CH:9][C:10]([NH:12][CH2:13][CH2:14][CH2:15][CH2:16][C:17]2[CH:22]=[CH:21][CH:20]=[CH:19][CH:18]=2)=[O:11])[CH2:5][CH2:4]1.[Cl:30][Si](C)(C)C, predict the reaction product. The product is: [ClH:30].[CH3:29][N:2]([CH3:1])[C:3]1([C:23]2[CH:24]=[CH:25][CH:26]=[CH:27][CH:28]=2)[CH2:8][CH2:7][C:6](=[CH:9][C:10]([NH:12][CH2:13][CH2:14][CH2:15][CH2:16][C:17]2[CH:18]=[CH:19][CH:20]=[CH:21][CH:22]=2)=[O:11])[CH2:5][CH2:4]1. (5) Given the reactants [NH2:1][C:2]1[C:3]([CH3:15])=[C:4]([CH:9]=[C:10]([N+:12]([O-:14])=[O:13])[CH:11]=1)[C:5]([O:7][CH3:8])=[O:6].C1(C)C=CC=CC=1.[C:23](Cl)(Cl)=[O:24], predict the reaction product. The product is: [N:1]([C:2]1[C:3]([CH3:15])=[C:4]([CH:9]=[C:10]([N+:12]([O-:14])=[O:13])[CH:11]=1)[C:5]([O:7][CH3:8])=[O:6])=[C:23]=[O:24]. (6) The product is: [C:28]([C:25]1[CH:24]=[CH:23][C:22]([NH:21][CH:15]([C:7]2[CH:8]=[C:9]([O:12][CH2:13][CH3:14])[CH:10]=[CH:11][C:6]=2[O:5][CH2:4][C:1](=[O:3])[NH2:2])[C:16]([O:18][CH3:19])=[O:17])=[CH:27][CH:26]=1)(=[NH:29])[NH2:31]. Given the reactants [C:1]([CH2:4][O:5][C:6]1[CH:11]=[CH:10][C:9]([O:12][CH2:13][CH3:14])=[CH:8][C:7]=1[CH:15]([NH:21][C:22]1[CH:27]=[CH:26][C:25](/[C:28](=[N:31]/[H])/[NH:29]O)=[CH:24][CH:23]=1)[C:16]([O:18][CH2:19]C)=[O:17])(=[O:3])[NH2:2], predict the reaction product.